This data is from Forward reaction prediction with 1.9M reactions from USPTO patents (1976-2016). The task is: Predict the product of the given reaction. (1) Given the reactants [CH2:1]([C:4]1([CH2:17][CH3:18])[CH2:13][CH2:12][C:11]2[C:6](=[CH:7][CH:8]=[C:9]([O:14][CH3:15])[CH:10]=2)[C:5]1=[O:16])[CH:2]=[CH2:3].C1(=O)C=CC(=[O:25])C=C1.O.Cl(O)(=O)(=O)=O, predict the reaction product. The product is: [CH2:17]([C:4]1([CH2:1][C:2](=[O:25])[CH3:3])[CH2:13][CH2:12][C:11]2[C:6](=[CH:7][CH:8]=[C:9]([O:14][CH3:15])[CH:10]=2)[C:5]1=[O:16])[CH3:18]. (2) Given the reactants [CH3:1][CH2:2][C@@H:3]([C@H:5]([N:36]([C:38]([C@@H:40]([NH:44][C:45]([C@@H:47]([N:51]([CH3:53])[CH3:52])[CH:48]([CH3:50])[CH3:49])=[O:46])[CH:41]([CH3:43])[CH3:42])=[O:39])[CH3:37])[C@H:6]([O:34][CH3:35])[CH2:7][C:8]([N:10]1[C@H:14]([C@H:15]([O:32][CH3:33])[C@H:16]([C:18]([NH:20][C@H:21]([C:29]([OH:31])=[O:30])[CH2:22][C:23]2[CH:28]=[CH:27][CH:26]=[CH:25][CH:24]=2)=[O:19])[CH3:17])[CH2:13][CH2:12][CH2:11]1)=[O:9])[CH3:4].C([NH:61][C@H:62]([C:64]([OH:66])=[O:65])[CH3:63])(OC(C)(C)C)=O.[OH:67][CH2:68][CH2:69][CH2:70][NH-:71].FC(F)(F)C(O)=O, predict the reaction product. The product is: [CH3:1][CH2:2][C@@H:3]([C@H:5]([N:36]([C:38]([C@@H:40]([NH:44][C:45]([C@@H:47]([N:51]([CH3:53])[CH3:52])[CH:48]([CH3:50])[CH3:49])=[O:46])[CH:41]([CH3:43])[CH3:42])=[O:39])[CH3:37])[C@H:6]([O:34][CH3:35])[CH2:7][C:8]([N:10]1[C@H:14]([C@H:15]([O:32][CH3:33])[C@H:16]([C:18]([NH:20][C@H:21]([C:29]([OH:31])=[O:30])[CH2:22][C:23]2[CH:28]=[CH:27][CH:26]=[CH:25][CH:24]=2)=[O:19])[CH3:17])[CH2:13][CH2:12][CH2:11]1)=[O:9])[CH3:4].[OH:67][CH2:68][CH2:69][CH2:70][NH-:71].[NH2:61][C@H:62]([C:64]([OH:66])=[O:65])[CH3:63]. (3) Given the reactants Cl[C:2]([C:4]1[CH:5]=[C:6]([CH:11]=[CH:12][N:13]=1)[C:7]([O:9][CH3:10])=[O:8])=[O:3].[OH:14]/[N:15]=[C:16](\[NH2:18])/[CH3:17].C(N(CC)CC)C, predict the reaction product. The product is: [NH2:18]/[C:16](=[N:15]\[O:14][C:2]([C:4]1[CH:5]=[C:6]([CH:11]=[CH:12][N:13]=1)[C:7]([O:9][CH3:10])=[O:8])=[O:3])/[CH3:17]. (4) Given the reactants [F:1][C:2]1[CH:33]=[CH:32][C:5]([CH2:6][NH:7][C:8]([C:10]2[N:15]=[C:14]([CH3:16])[N:13]=[C:12]([C:17]3[CH2:21][CH:20]([C:22]4[CH:31]=[CH:30][C:25]([C:26]([O:28]C)=[O:27])=[CH:24][CH:23]=4)[O:19][N:18]=3)[CH:11]=2)=[O:9])=[CH:4][C:3]=1[O:34][CH3:35].[OH-].[Li+], predict the reaction product. The product is: [F:1][C:2]1[CH:33]=[CH:32][C:5]([CH2:6][NH:7][C:8]([C:10]2[N:15]=[C:14]([CH3:16])[N:13]=[C:12]([C:17]3[CH2:21][CH:20]([C:22]4[CH:31]=[CH:30][C:25]([C:26]([OH:28])=[O:27])=[CH:24][CH:23]=4)[O:19][N:18]=3)[CH:11]=2)=[O:9])=[CH:4][C:3]=1[O:34][CH3:35]. (5) The product is: [N:22]1[C:14]([C:9]2[C:10]([NH2:13])=[N:11][CH:12]=[C:7]([C:4]3[CH2:3][CH2:2][N:1]([S:32]([CH2:30][CH3:31])(=[O:34])=[O:33])[CH2:6][CH:5]=3)[N:8]=2)=[N:15][N:16]2[CH:21]=[CH:20][CH:19]=[CH:18][C:17]=12. Given the reactants [NH:1]1[CH2:6][CH:5]=[C:4]([C:7]2[N:8]=[C:9]([C:14]3[N:22]=[C:17]4[CH:18]=[CH:19][CH:20]=[CH:21][N:16]4[N:15]=3)[C:10]([NH2:13])=[N:11][CH:12]=2)[CH2:3][CH2:2]1.C(N(CC)CC)C.[CH2:30]([S:32](Cl)(=[O:34])=[O:33])[CH3:31], predict the reaction product. (6) Given the reactants [F:1][C:2]1[CH:3]=[C:4]2[C:8](=[CH:9][CH:10]=1)[C:7](=[O:11])[N:6]([CH2:12][CH:13]([C:19]1([CH3:24])OCC[O:20]1)[C:14]([O:16][CH2:17][CH3:18])=[O:15])[C:5]2=[O:25].O.C1(C)C=CC(S(O)(=O)=O)=CC=1, predict the reaction product. The product is: [F:1][C:2]1[CH:3]=[C:4]2[C:8](=[CH:9][CH:10]=1)[C:7](=[O:11])[N:6]([CH2:12][CH:13]([C:19](=[O:20])[CH3:24])[C:14]([O:16][CH2:17][CH3:18])=[O:15])[C:5]2=[O:25]. (7) Given the reactants [Cl:1][C:2]1[CH:3]=[C:4]2[C:8](=[CH:9][CH:10]=1)[NH:7][C:6]([C:11]([OH:13])=O)=[CH:5]2.[NH2:14][C@@H:15]1[CH2:23][C:22]2[C:17](=[CH:18][CH:19]=[CH:20][CH:21]=2)[C@H:16]1[NH:24][C:25](=[O:31])[O:26][C:27]([CH3:30])([CH3:29])[CH3:28].CCN(C(C)C)C(C)C.C1C=CC2N(O)N=NC=2C=1.CCN=C=NCCCN(C)C, predict the reaction product. The product is: [Cl:1][C:2]1[CH:3]=[C:4]2[C:8](=[CH:9][CH:10]=1)[NH:7][C:6]([C:11]([NH:14][C@@H:15]1[CH2:23][C:22]3[C:17](=[CH:18][CH:19]=[CH:20][CH:21]=3)[C@H:16]1[NH:24][C:25](=[O:31])[O:26][C:27]([CH3:29])([CH3:28])[CH3:30])=[O:13])=[CH:5]2. (8) Given the reactants [CH2:1]([O:8][C:9]1[CH:14]=[CH:13][C:12](Cl)=[CH:11][C:10]=1[C:16]1[CH:21]=[CH:20][N:19]=[C:18]([N:22]2[CH2:27][CH2:26][N:25]([C:28]([O:30][C:31]([CH3:34])([CH3:33])[CH3:32])=[O:29])[CH2:24][CH2:23]2)[CH:17]=1)[C:2]1[CH:7]=[CH:6][CH:5]=[CH:4][CH:3]=1.[F:35][C:36]([F:47])([F:46])[C:37]1[CH:42]=[CH:41][C:40](B(O)O)=[CH:39][CH:38]=1.F[B-](F)(F)F.C([PH+](C(C)(C)C)C(C)(C)C)(C)(C)C.C(=O)([O-])[O-].[K+].[K+].[OH-].C([N+](CCCC)(CCCC)CCCC)CCC.C([N+](CCCC)(CCCC)CCCC)CCC, predict the reaction product. The product is: [CH2:1]([O:8][C:9]1[CH:14]=[CH:13][C:12]([C:40]2[CH:41]=[CH:42][C:37]([C:36]([F:47])([F:46])[F:35])=[CH:38][CH:39]=2)=[CH:11][C:10]=1[C:16]1[CH:21]=[CH:20][N:19]=[C:18]([N:22]2[CH2:27][CH2:26][N:25]([C:28]([O:30][C:31]([CH3:34])([CH3:33])[CH3:32])=[O:29])[CH2:24][CH2:23]2)[CH:17]=1)[C:2]1[CH:7]=[CH:6][CH:5]=[CH:4][CH:3]=1.